Task: Predict the reactants needed to synthesize the given product.. Dataset: Retrosynthesis with 50K atom-mapped reactions and 10 reaction types from USPTO Given the product COc1cc(-n2ccnn2)ccc1-c1nnc(-c2c(-c3ccccc3)noc2C)o1, predict the reactants needed to synthesize it. The reactants are: COc1cc(F)ccc1-c1nnc(-c2c(-c3ccccc3)noc2C)o1.c1c[nH]nn1.